The task is: Predict the reaction yield, written as a fraction of the theoretical maximum amount of product (1.0 means a 100% yield; for example, 0.34 means a 34% yield).. This data is from Reaction yield outcomes from USPTO patents with 853,638 reactions. The reactants are [CH3:1][N:2]1[C:7]2[S:8][CH:9]=[CH:10][C:6]=2[C:5](=[O:11])[CH2:4][S:3]1(=[O:13])=[O:12].[I:14]I. The catalyst is C(Cl)(Cl)Cl. The product is [I:14][C:9]1[S:8][C:7]2[N:2]([CH3:1])[S:3](=[O:13])(=[O:12])[CH2:4][C:5](=[O:11])[C:6]=2[CH:10]=1. The yield is 0.430.